This data is from Reaction yield outcomes from USPTO patents with 853,638 reactions. The task is: Predict the reaction yield, written as a fraction of the theoretical maximum amount of product (1.0 means a 100% yield; for example, 0.34 means a 34% yield). (1) The reactants are Br[C:2]1[CH:3]=[N:4][N:5]2[CH:10]=[CH:9][C:8]([N:11]3[C@@H:15]([C:16]4[CH:21]=[CH:20][CH:19]=[C:18]([Cl:22])[CH:17]=4)[CH2:14][O:13][C:12]3=[O:23])=[N:7][C:6]=12.[F:24][C:25]1[CH:30]=[C:29](B2OC(C)(C)C(C)(C)O2)[CH:28]=[CH:27][C:26]=1[C:40]1[N:44]=[CH:43][N:42]([CH2:45][O:46][CH2:47][CH2:48][Si:49]([CH3:52])([CH3:51])[CH3:50])[N:41]=1.CC1(C)C2C=CC=C(P(C3C=CC=CC=3)C3C=CC=CC=3)C=2OC2C1=CC=CC=2P(C1C=CC=CC=1)C1C=CC=CC=1.C([O-])([O-])=O.[Na+].[Na+]. The catalyst is C1C=CC(/C=C/C(/C=C/C2C=CC=CC=2)=O)=CC=1.C1C=CC(/C=C/C(/C=C/C2C=CC=CC=2)=O)=CC=1.C1C=CC(/C=C/C(/C=C/C2C=CC=CC=2)=O)=CC=1.[Pd].[Pd].O.CCOC(C)=O.O1CCOCC1. The product is [Cl:22][C:18]1[CH:17]=[C:16]([C@H:15]2[CH2:14][O:13][C:12](=[O:23])[N:11]2[C:8]2[CH:9]=[CH:10][N:5]3[N:4]=[CH:3][C:2]([C:29]4[CH:28]=[CH:27][C:26]([C:40]5[N:44]=[CH:43][N:42]([CH2:45][O:46][CH2:47][CH2:48][Si:49]([CH3:51])([CH3:50])[CH3:52])[N:41]=5)=[C:25]([F:24])[CH:30]=4)=[C:6]3[N:7]=2)[CH:21]=[CH:20][CH:19]=1. The yield is 0.435. (2) The reactants are [F:1][C:2]([F:35])([F:34])[C:3]1[CH:4]=[C:5]([CH:27]=[C:28]([C:30]([F:33])([F:32])[F:31])[CH:29]=1)[CH2:6][N:7]1[CH2:14][CH2:13][CH2:12][O:11][C:10]2[N:15]=[C:16](Cl)[CH:17]=[C:18]([C:19]3[CH:24]=[CH:23][CH:22]=[CH:21][CH:20]=3)[C:9]=2[C:8]1=[O:26].C(O[C:41]([N:43]([CH:45]1[CH2:49][CH2:48][NH:47][CH2:46]1)C)=O)(C)(C)C. No catalyst specified. The product is [F:1][C:2]([F:35])([F:34])[C:3]1[CH:4]=[C:5]([CH:27]=[C:28]([C:30]([F:33])([F:32])[F:31])[CH:29]=1)[CH2:6][N:7]1[CH2:14][CH2:13][CH2:12][O:11][C:10]2[N:15]=[C:16]([N:47]3[CH2:48][CH2:49][CH:45]([NH:43][CH3:41])[CH2:46]3)[CH:17]=[C:18]([C:19]3[CH:24]=[CH:23][CH:22]=[CH:21][CH:20]=3)[C:9]=2[C:8]1=[O:26]. The yield is 0.500. (3) The yield is 0.230. The reactants are Br[C:2]1[C:3]([F:28])=[C:4]([N:8]2[CH:13]=[C:12]([O:14][CH3:15])[C:11](=[O:16])[C:10]([C:17]3[N:21]([C:22]4[CH:27]=[CH:26][CH:25]=[CH:24][CH:23]=4)[N:20]=[CH:19][CH:18]=3)=[N:9]2)[CH:5]=[CH:6][CH:7]=1.[NH:29]1[CH2:34][CH2:33][CH2:32][CH2:31][C:30]1=[O:35].CNCCNC.[O-]P([O-])([O-])=O.[K+].[K+].[K+].C([O-])(O)=O.[Na+]. The catalyst is O1CCOCC1.[Cu]I. The product is [F:28][C:3]1[C:2]([N:29]2[CH2:34][CH2:33][CH2:32][CH2:31][C:30]2=[O:35])=[CH:7][CH:6]=[CH:5][C:4]=1[N:8]1[CH:13]=[C:12]([O:14][CH3:15])[C:11](=[O:16])[C:10]([C:17]2[N:21]([C:22]3[CH:27]=[CH:26][CH:25]=[CH:24][CH:23]=3)[N:20]=[CH:19][CH:18]=2)=[N:9]1.